From a dataset of Full USPTO retrosynthesis dataset with 1.9M reactions from patents (1976-2016). Predict the reactants needed to synthesize the given product. (1) Given the product [O:1]1[CH2:6][CH2:5][N:4]([C:7]2[CH:12]=[CH:11][C:10]([C:13]3[NH:17][C:16]4[CH:18]=[CH:19][C:20]([C:22]([NH:58][C:57]5[CH:56]=[CH:55][C:51]([C:52]([O:54][CH3:26])=[O:53])=[CH:50][CH:49]=5)=[O:24])=[CH:21][C:15]=4[N:14]=3)=[CH:9][CH:8]=2)[CH2:3][CH2:2]1, predict the reactants needed to synthesize it. The reactants are: [O:1]1[CH2:6][CH2:5][N:4]([C:7]2[CH:12]=[CH:11][C:10]([C:13]3[NH:17][C:16]4[CH:18]=[CH:19][C:20]([C:22]([OH:24])=O)=[CH:21][C:15]=4[N:14]=3)=[CH:9][CH:8]=2)[CH2:3][CH2:2]1.O1CCN(C2C=CC(C=O)=CC=2)C[CH2:26]1.S(S([O-])=O)([O-])(=O)=O.[Na+].[Na+].N[C:49]1[CH:50]=[C:51]([CH:55]=[CH:56][C:57]=1[NH2:58])[C:52]([OH:54])=[O:53]. (2) Given the product [CH3:24][N:25]([CH3:29])[CH2:26][CH2:27][NH:28][C:21]([C:17]1[C:18]2[C:13](=[N:12][C:11]3[C:20]([N:19]=2)=[C:7]2[CH:6]=[CH:5][CH:4]=[C:3]([C:1]#[N:2])[C:8]2=[CH:9][CH:10]=3)[CH:14]=[CH:15][CH:16]=1)=[O:23], predict the reactants needed to synthesize it. The reactants are: [C:1]([C:3]1[C:8]2=[CH:9][CH:10]=[C:11]3[C:20]([N:19]=[C:18]4[C:13]([CH:14]=[CH:15][CH:16]=[C:17]4[C:21]([OH:23])=O)=[N:12]3)=[C:7]2[CH:6]=[CH:5][CH:4]=1)#[N:2].[CH3:24][N:25]([CH3:29])[CH2:26][CH2:27][NH2:28]. (3) The reactants are: C(Cl)(=O)C(Cl)=O.CS(C)=O.[Cl:11][C:12]1[CH:17]=[CH:16][C:15]([C:18]([CH3:22])([CH3:21])[CH2:19][OH:20])=[CH:14][CH:13]=1.C(N(CC)CC)C. Given the product [Cl:11][C:12]1[CH:13]=[CH:14][C:15]([C:18]([CH3:22])([CH3:21])[CH:19]=[O:20])=[CH:16][CH:17]=1, predict the reactants needed to synthesize it.